From a dataset of Forward reaction prediction with 1.9M reactions from USPTO patents (1976-2016). Predict the product of the given reaction. (1) Given the reactants [CH3:1][C:2]([CH3:19])([C@H:4]([N:7]([C:9](=[O:18])[C:10]1[CH:15]=[C:14]([CH3:16])[CH:13]=[C:12]([CH3:17])[CH:11]=1)[NH2:8])[CH2:5][CH3:6])[CH3:3].C(=O)([O-])[O-].[K+].[K+].[F:26][C:27]1[CH:35]=[C:34]([B:36]2[O:40]C(C)(C)C(C)(C)[O:37]2)[CH:33]=[CH:32][C:28]=1[C:29](Cl)=[O:30], predict the reaction product. The product is: [CH3:17][C:12]1[CH:11]=[C:10]([CH:15]=[C:14]([CH3:16])[CH:13]=1)[C:9]([N:7]([C@H:4]([CH2:5][CH3:6])[C:2]([CH3:1])([CH3:3])[CH3:19])[NH:8][C:29]([C:28]1[CH:32]=[CH:33][C:34]([B:36]([OH:40])[OH:37])=[CH:35][C:27]=1[F:26])=[O:30])=[O:18]. (2) Given the reactants Cl[C:2]1[N:7]=[N:6][CH:5]=[C:4]([C:8]2[CH:9]=[CH:10][C:11]([F:22])=[C:12]([C:14]3[N:21]=[CH:20][CH:19]=[CH:18][C:15]=3[C:16]#[N:17])[CH:13]=2)[CH:3]=1.[Cl-].[F:24][C:25]1[C:26]([Zn+])=[N:27][CH:28]=[C:29]([F:35])[C:30]=1[Si](C)(C)C, predict the reaction product. The product is: [F:24][C:25]1[C:26]([C:2]2[N:7]=[N:6][CH:5]=[C:4]([C:8]3[CH:9]=[CH:10][C:11]([F:22])=[C:12]([C:14]4[N:21]=[CH:20][CH:19]=[CH:18][C:15]=4[C:16]#[N:17])[CH:13]=3)[CH:3]=2)=[N:27][CH:28]=[C:29]([F:35])[CH:30]=1.